From a dataset of Reaction yield outcomes from USPTO patents with 853,638 reactions. Predict the reaction yield, written as a fraction of the theoretical maximum amount of product (1.0 means a 100% yield; for example, 0.34 means a 34% yield). (1) The reactants are [Br:1][C:2]1[CH:3]=[C:4]2[C:14](=[CH:15][CH:16]=1)[O:13][C:7]1([CH2:12][CH2:11][CH2:10][O:9][CH2:8]1)[CH2:6][C:5]2=O.C[Si]([N:22]=[C:23]=[N:24][Si](C)(C)C)(C)C. The catalyst is C(Cl)Cl.Cl[Ti](Cl)(Cl)Cl. The product is [Br:1][C:2]1[CH:3]=[C:4]2[C:14](=[CH:15][CH:16]=1)[O:13][C:7]1([CH2:12][CH2:11][CH2:10][O:9][CH2:8]1)[CH2:6]/[C:5]/2=[N:24]\[C:23]#[N:22]. The yield is 0.900. (2) The reactants are Cl.[CH:2]12[CH2:11][CH:6]3[CH2:7][CH:8]([CH2:10][CH:4]([CH2:5]3)[CH:3]1[NH:12][C:13](=[O:23])[CH2:14][N:15]1[CH2:20][CH2:19][CH2:18][NH:17][S:16]1(=[O:22])=[O:21])[CH2:9]2.C([O-])([O-])=O.[K+].[K+].Br[CH2:31][CH2:32][C:33]1[CH:38]=[CH:37][CH:36]=[CH:35][CH:34]=1. The catalyst is CN(C=O)C. The product is [CH:2]12[CH2:11][CH:6]3[CH2:7][CH:8]([CH2:10][CH:4]([CH2:5]3)[CH:3]1[NH:12][C:13](=[O:23])[CH2:14][N:15]1[CH2:20][CH2:19][CH2:18][N:17]([CH2:31][CH2:32][C:33]3[CH:38]=[CH:37][CH:36]=[CH:35][CH:34]=3)[S:16]1(=[O:22])=[O:21])[CH2:9]2. The yield is 0.130. (3) The catalyst is CN(C=O)C. The reactants are Cl[CH2:2][CH2:3][CH2:4][CH2:5][CH:6]([C:14]1[N:18]=[C:17]([NH:19][C:20]2[CH:25]=[CH:24][C:23]([C:26]3[CH:31]=[C:30]([CH3:32])[N:29]=[N:28][CH:27]=3)=[C:22]([O:33][CH3:34])[CH:21]=2)[NH:16][N:15]=1)[C:7]1[CH:12]=[CH:11][C:10]([F:13])=[CH:9][CH:8]=1.C(=O)([O-])[O-].[K+].[K+].[I-].[K+]. The product is [F:13][C:10]1[CH:11]=[CH:12][C:7]([CH:6]2[CH2:5][CH2:4][CH2:3][CH2:2][N:15]3[N:16]=[C:17]([NH:19][C:20]4[CH:25]=[CH:24][C:23]([C:26]5[CH:31]=[C:30]([CH3:32])[N:29]=[N:28][CH:27]=5)=[C:22]([O:33][CH3:34])[CH:21]=4)[N:18]=[C:14]23)=[CH:8][CH:9]=1. The yield is 0.360. (4) The reactants are [CH2:1]([C:3]([C:13]1[C:21]2[C:16](=[C:17]([N+:22]([O-])=O)[CH:18]=[CH:19][CH:20]=2)[N:15]([CH3:25])[CH:14]=1)([C:6]1[CH:11]=[CH:10][C:9]([F:12])=[CH:8][CH:7]=1)[CH2:4][CH3:5])[CH3:2]. The catalyst is C(OCC)(=O)C.[Pd]. The product is [CH2:1]([C:3]([C:13]1[C:21]2[C:16](=[C:17]([NH2:22])[CH:18]=[CH:19][CH:20]=2)[N:15]([CH3:25])[CH:14]=1)([C:6]1[CH:7]=[CH:8][C:9]([F:12])=[CH:10][CH:11]=1)[CH2:4][CH3:5])[CH3:2]. The yield is 1.00. (5) The reactants are C([O:8][C:9]1[CH:19]=[CH:18][C:12]2[C:13]([CH3:17])([CH3:16])[CH2:14][O:15][C:11]=2[CH:10]=1)C1C=CC=CC=1.[H][H]. The catalyst is CO.[Pd]. The product is [CH3:16][C:13]1([CH3:17])[C:12]2[CH:18]=[CH:19][C:9]([OH:8])=[CH:10][C:11]=2[O:15][CH2:14]1. The yield is 0.740.